Dataset: Catalyst prediction with 721,799 reactions and 888 catalyst types from USPTO. Task: Predict which catalyst facilitates the given reaction. (1) Reactant: [Br:1][C:2]1[CH:8]=[CH:7][C:5]([NH2:6])=[CH:4][CH:3]=1.[C:9]([OH:13])(=[O:12])[CH:10]=[CH2:11]. Product: [Br:1][C:2]1[CH:8]=[CH:7][C:5]([NH:6][CH2:11][CH2:10][C:9]([OH:13])=[O:12])=[CH:4][CH:3]=1. The catalyst class is: 11. (2) Reactant: [N+:1]([C:4]1[CH:9]=[CH:8][C:7]([S:10](Cl)(=[O:12])=[O:11])=[CH:6][CH:5]=1)([O-:3])=[O:2].[CH3:14][NH2:15]. Product: [CH3:14][NH:15][S:10]([C:7]1[CH:8]=[CH:9][C:4]([N+:1]([O-:3])=[O:2])=[CH:5][CH:6]=1)(=[O:12])=[O:11]. The catalyst class is: 28. (3) Reactant: [Br:1][C:2]1[CH:3]=[CH:4][C:5]([SH:10])=[C:6]([CH2:8][OH:9])[CH:7]=1.O.[OH-].[K+].C(OP([C:22](Br)([F:24])[F:23])(=O)OCC)C. Product: [Br:1][C:2]1[CH:3]=[CH:4][C:5]([S:10][CH:22]([F:24])[F:23])=[C:6]([CH2:8][OH:9])[CH:7]=1. The catalyst class is: 23. (4) Reactant: [C:1]([O:4][CH2:5][C:6](Cl)=[O:7])(=[O:3])[CH3:2].[NH2:9][C:10]1[CH:15]=[CH:14][C:13]([S:16]([N:19]([C:21]2[CH:40]=[CH:39][C:24]3[N:25]([CH2:32][CH:33]4[CH2:38][CH2:37][O:36][CH2:35][CH2:34]4)[C:26]([C:28]([F:31])([F:30])[CH3:29])=[N:27][C:23]=3[CH:22]=2)[CH3:20])(=[O:18])=[O:17])=[CH:12][CH:11]=1.CCN(CC)CC. Product: [C:1]([O:4][CH2:5][C:6]([NH:9][C:10]1[CH:11]=[CH:12][C:13]([S:16]([N:19]([C:21]2[CH:40]=[CH:39][C:24]3[N:25]([CH2:32][CH:33]4[CH2:38][CH2:37][O:36][CH2:35][CH2:34]4)[C:26]([C:28]([F:30])([F:31])[CH3:29])=[N:27][C:23]=3[CH:22]=2)[CH3:20])(=[O:17])=[O:18])=[CH:14][CH:15]=1)=[O:7])(=[O:3])[CH3:2]. The catalyst class is: 2.